Predict the reactants needed to synthesize the given product. From a dataset of Full USPTO retrosynthesis dataset with 1.9M reactions from patents (1976-2016). Given the product [OH:25][N:18]=[C:17]([C:14]1[S:13][C:12]([N:9]2[CH2:10][CH2:11][CH:6]([O:5][C:4]3[CH:19]=[CH:20][CH:21]=[CH:22][C:3]=3[C:2]([F:23])([F:1])[F:24])[CH2:7][CH2:8]2)=[N:16][CH:15]=1)[NH2:27], predict the reactants needed to synthesize it. The reactants are: [F:1][C:2]([F:24])([F:23])[C:3]1[CH:22]=[CH:21][CH:20]=[CH:19][C:4]=1[O:5][CH:6]1[CH2:11][CH2:10][N:9]([C:12]2[S:13][C:14]([C:17]#[N:18])=[CH:15][N:16]=2)[CH2:8][CH2:7]1.[OH2:25].Cl.[NH2:27]O.C([O-])([O-])=O.[Na+].[Na+].